Dataset: Forward reaction prediction with 1.9M reactions from USPTO patents (1976-2016). Task: Predict the product of the given reaction. (1) The product is: [CH2:30]([O:32][C:33]([C:35]1([C:38]2[CH:43]=[CH:42][C:41]([C:25]3[CH:26]=[CH:27][C:22]([C:21]4[O:20][N:19]=[C:18]([CH3:29])[C:17]=4[CH:15]([C:12]4[CH:13]=[CH:14][C:9]([O:8][CH2:1][C:2]5[CH:7]=[CH:6][CH:5]=[CH:4][CH:3]=5)=[CH:10][CH:11]=4)[OH:16])=[CH:23][CH:24]=3)=[CH:40][CH:39]=2)[CH2:36][CH2:37]1)=[O:34])[CH3:31]. Given the reactants [CH2:1]([O:8][C:9]1[CH:14]=[CH:13][C:12]([CH:15]([C:17]2[C:18]([CH3:29])=[N:19][O:20][C:21]=2[C:22]2[CH:27]=[CH:26][C:25](Br)=[CH:24][CH:23]=2)[OH:16])=[CH:11][CH:10]=1)[C:2]1[CH:7]=[CH:6][CH:5]=[CH:4][CH:3]=1.[CH2:30]([O:32][C:33]([C:35]1([C:38]2[CH:43]=[CH:42][C:41](B3OC(C)(C)C(C)(C)O3)=[CH:40][CH:39]=2)[CH2:37][CH2:36]1)=[O:34])[CH3:31], predict the reaction product. (2) Given the reactants C[O:2][C:3](=[O:33])[CH2:4][C:5]1[CH:14]=[C:13]([CH:15]2[CH2:20][CH2:19][N:18]([S:21]([C:24]3[CH:29]=[C:28]([Cl:30])[CH:27]=[CH:26][C:25]=3[Cl:31])(=[O:23])=[O:22])[CH2:17][CH2:16]2)[C:12]2[C:7](=[CH:8][CH:9]=[C:10]([F:32])[CH:11]=2)[CH:6]=1.O.[OH-].[Li+], predict the reaction product. The product is: [Cl:31][C:25]1[CH:26]=[CH:27][C:28]([Cl:30])=[CH:29][C:24]=1[S:21]([N:18]1[CH2:19][CH2:20][CH:15]([C:13]2[C:12]3[C:7](=[CH:8][CH:9]=[C:10]([F:32])[CH:11]=3)[CH:6]=[C:5]([CH2:4][C:3]([OH:33])=[O:2])[CH:14]=2)[CH2:16][CH2:17]1)(=[O:23])=[O:22]. (3) Given the reactants O1CCOCC1.[Cl:7][C:8]1[C:17]([C:18]2[CH:23]=[CH:22][CH:21]=[CH:20][CH:19]=2)=[C:16]([Cl:24])[C:15]2[C:10](=[CH:11][CH:12]=[C:13]([CH:25]([C:27]3[C:28]([CH3:33])=[N:29][O:30][C:31]=3[CH3:32])[OH:26])[CH:14]=2)[N:9]=1, predict the reaction product. The product is: [Cl:7][C:8]1[C:17]([C:18]2[CH:19]=[CH:20][CH:21]=[CH:22][CH:23]=2)=[C:16]([Cl:24])[C:15]2[C:10](=[CH:11][CH:12]=[C:13]([C:25]([C:27]3[C:28]([CH3:33])=[N:29][O:30][C:31]=3[CH3:32])=[O:26])[CH:14]=2)[N:9]=1. (4) Given the reactants C([NH:4][CH2:5][CH2:6][C:7]1[CH:49]=[CH:48][CH:47]=[CH:46][C:8]=1[O:9][CH2:10][CH2:11][O:12][CH:13]1[CH:18]([C:19]2[CH:24]=[CH:23][C:22]([O:25][CH2:26][CH2:27][CH2:28][O:29][CH2:30][C:31]3[CH:36]=[CH:35][CH:34]=[CH:33][C:32]=3[O:37][CH3:38])=[CH:21][CH:20]=2)[CH2:17][CH2:16][N:15]([C:39]([O:41][C:42]([CH3:45])([CH3:44])[CH3:43])=[O:40])[CH2:14]1)(=O)C.[H-].[Na+].CI, predict the reaction product. The product is: [C:8]([CH2:46][NH:4][CH2:5][CH2:6][C:7]1[CH:49]=[CH:48][CH:47]=[CH:46][C:8]=1[O:9][CH2:10][CH2:11][O:12][CH:13]1[CH:18]([C:19]2[CH:20]=[CH:21][C:22]([O:25][CH2:26][CH2:27][CH2:28][O:29][CH2:30][C:31]3[CH:36]=[CH:35][CH:34]=[CH:33][C:32]=3[O:37][CH3:38])=[CH:23][CH:24]=2)[CH2:17][CH2:16][N:15]([C:39]([O:41][C:42]([CH3:45])([CH3:44])[CH3:43])=[O:40])[CH2:14]1)(=[O:9])[CH3:7]. (5) Given the reactants [C:1]1([C:7]2[CH:8]=[C:9]3[C:13](=[C:14]([C:16]([NH2:18])=[O:17])[CH:15]=2)[NH:12][CH:11]=[C:10]3[CH:19]2[CH2:24][CH2:23][NH:22][CH2:21][CH2:20]2)[CH:6]=[CH:5][CH:4]=[CH:3][CH:2]=1.C(N(CC)CC)C.[O:32]=[C:33]1[C:41]2[C:36](=[CH:37][CH:38]=[CH:39][CH:40]=2)[C:35](=[O:42])[N:34]1[CH2:43][CH2:44][S:45](Cl)(=[O:47])=[O:46], predict the reaction product. The product is: [O:42]=[C:35]1[C:36]2[C:41](=[CH:40][CH:39]=[CH:38][CH:37]=2)[C:33](=[O:32])[N:34]1[CH2:43][CH2:44][S:45]([N:22]1[CH2:23][CH2:24][CH:19]([C:10]2[C:9]3[C:13](=[C:14]([C:16]([NH2:18])=[O:17])[CH:15]=[C:7]([C:1]4[CH:2]=[CH:3][CH:4]=[CH:5][CH:6]=4)[CH:8]=3)[NH:12][CH:11]=2)[CH2:20][CH2:21]1)(=[O:47])=[O:46]. (6) Given the reactants Cl[C:2]1[C:7]([C:8]2[N:13]=[CH:12][N:11]=[C:10]([NH:14][C:15]3[CH:16]=[CH:17][CH:18]=[C:19]4[C:24]=3[CH2:23][CH:22]([OH:25])[CH2:21][CH2:20]4)[CH:9]=2)=[CH:6][CH:5]=[C:4]([C:26]([F:29])([F:28])[F:27])[N:3]=1.[Na].[CH3:31][OH:32], predict the reaction product. The product is: [CH3:31][O:32][C:2]1[C:7]([C:8]2[N:13]=[CH:12][N:11]=[C:10]([NH:14][C:15]3[CH:16]=[CH:17][CH:18]=[C:19]4[C:24]=3[CH2:23][CH:22]([OH:25])[CH2:21][CH2:20]4)[CH:9]=2)=[CH:6][CH:5]=[C:4]([C:26]([F:29])([F:28])[F:27])[N:3]=1. (7) Given the reactants [CH3:1][O:2][C:3]1[CH:4]=[C:5]([CH:23]=[CH:24][C:25]=1[O:26][CH3:27])[CH2:6][CH:7]1[C:16]2[C:11](=[CH:12][C:13]([O:21][CH3:22])=[C:14]([O:17][CH:18]([CH3:20])[CH3:19])[CH:15]=2)[CH2:10][CH2:9][NH:8]1.Br[CH2:29][C:30](Br)=[O:31].[CH:33]1([NH2:43])[C:42]2[C:37](=[CH:38][CH:39]=[CH:40][CH:41]=2)[CH2:36][CH2:35][CH2:34]1, predict the reaction product. The product is: [CH3:1][O:2][C:3]1[CH:4]=[C:5]([CH:23]=[CH:24][C:25]=1[O:26][CH3:27])[CH2:6][CH:7]1[C:16]2[C:11](=[CH:12][C:13]([O:21][CH3:22])=[C:14]([O:17][CH:18]([CH3:20])[CH3:19])[CH:15]=2)[CH2:10][CH2:9][N:8]1[CH2:29][C:30]([NH:43][CH:33]1[C:42]2[C:37](=[CH:38][CH:39]=[CH:40][CH:41]=2)[CH2:36][CH2:35][CH2:34]1)=[O:31]. (8) Given the reactants [Br:1][C:2]1[NH:3][C:4]([CH:7]=[O:8])=[CH:5][CH:6]=1.Cl[CH2:10][C:11]1[C:20]2[C:15](=[CH:16][CH:17]=[CH:18][CH:19]=2)[CH:14]=[CH:13][CH:12]=1.C(=O)([O-])[O-].[K+].[K+].C(OCC)(=O)C, predict the reaction product. The product is: [Br:1][C:2]1[N:3]([CH2:10][C:11]2[C:20]3[C:15](=[CH:16][CH:17]=[CH:18][CH:19]=3)[CH:14]=[CH:13][CH:12]=2)[C:4]([CH:7]=[O:8])=[CH:5][CH:6]=1. (9) Given the reactants [CH:1]1([N:5]2[CH2:11][CH2:10][C:9]3[CH:12]=[C:13]([C:16]([OH:18])=[O:17])[CH:14]=[CH:15][C:8]=3[CH2:7][CH2:6]2)[CH2:4][CH2:3][CH2:2]1.[F:19][C:20]1[C:25](O)=[C:24]([F:27])[C:23]([F:28])=[C:22]([F:29])[C:21]=1[F:30].C(N(CC)CC)C.CC[N+](CCCN(C)C)=C=N, predict the reaction product. The product is: [CH:1]1([N:5]2[CH2:11][CH2:10][C:9]3[CH:12]=[C:13]([C:16]([O:18][C:25]4[C:24]([F:27])=[C:23]([F:28])[C:22]([F:29])=[C:21]([F:30])[C:20]=4[F:19])=[O:17])[CH:14]=[CH:15][C:8]=3[CH2:7][CH2:6]2)[CH2:2][CH2:3][CH2:4]1. (10) Given the reactants [C:1]1([CH3:21])[CH:6]=[C:5]([CH3:7])[CH:4]=[C:3]([CH3:8])[C:2]=1[N:9]=[N:10][NH:11][C:12]1[C:17]([CH3:18])=[CH:16][C:15]([CH3:19])=[CH:14][C:13]=1[CH3:20].[F:22][P-:23]([F:28])([F:27])([F:26])([F:25])[F:24].[K+].[CH:30](Br)=[CH2:31].ClOC(C)(C)C, predict the reaction product. The product is: [F:22][P-:23]([F:28])([F:27])([F:26])([F:25])[F:24].[CH3:21][C:1]1[CH:6]=[C:5]([CH3:7])[CH:4]=[C:3]([CH3:8])[C:2]=1[NH+:9]1[CH:31]=[CH:30][N:11]([C:12]2[C:13]([CH3:20])=[CH:14][C:15]([CH3:19])=[CH:16][C:17]=2[CH3:18])[NH:10]1.